From a dataset of Full USPTO retrosynthesis dataset with 1.9M reactions from patents (1976-2016). Predict the reactants needed to synthesize the given product. Given the product [C:7]([O:6][C:4]([O:3][NH:2][C:19](=[O:22])[O:20][C:30]([CH3:31])([CH3:34])[CH3:24])=[O:5])([CH3:10])([CH3:9])[CH3:8], predict the reactants needed to synthesize it. The reactants are: Cl.[NH2:2][OH:3].[C:4](O[C:4]([O:6][C:7]([CH3:10])([CH3:9])[CH3:8])=[O:5])([O:6][C:7]([CH3:10])([CH3:9])[CH3:8])=[O:5].[C:19](=[O:22])(O)[O-:20].[Na+].[C:24](OCC)(=O)C.[CH2:30]1[CH2:34]OC[CH2:31]1.